This data is from Forward reaction prediction with 1.9M reactions from USPTO patents (1976-2016). The task is: Predict the product of the given reaction. (1) Given the reactants [OH-:1].[K+].[Br:3][C:4]1[CH:5]=[C:6]([CH2:11][C:12]#N)[CH:7]=[C:8]([CH3:10])[CH:9]=1.[OH2:14], predict the reaction product. The product is: [Br:3][C:4]1[CH:5]=[C:6]([CH2:11][C:12]([OH:14])=[O:1])[CH:7]=[C:8]([CH3:10])[CH:9]=1. (2) Given the reactants [H-].[Na+].[CH3:3][C:4]1[CH:11]=[CH:10][C:7]([CH2:8]Br)=[CH:6][CH:5]=1.[F:12][C@@H:13]1[CH:17]([O:18][CH3:19])[O:16][C@H:15]([CH2:20][OH:21])[C@H:14]1[OH:22].CO, predict the reaction product. The product is: [F:12][C@H:13]1[C@H:14]([O:22][CH2:8][C:7]2[CH:10]=[CH:11][C:4]([CH3:3])=[CH:5][CH:6]=2)[C@@H:15]([CH2:20][O:21][CH2:3][C:4]2[CH:11]=[CH:10][C:7]([CH3:8])=[CH:6][CH:5]=2)[O:16][CH:17]1[O:18][CH3:19]. (3) Given the reactants [CH2:1]([N:3]1[CH:7]=[CH:6][N:5]=[CH:4]1)[CH3:2].[Cl:8][CH2:9][CH:10]([OH:13])[CH2:11][OH:12], predict the reaction product. The product is: [Cl-:8].[OH:13][CH:10]([CH2:11][OH:12])[CH2:9][N+:5]1[CH:6]=[CH:7][N:3]([CH2:1][CH3:2])[CH:4]=1. (4) Given the reactants [CH3:1][S:2][S:3]([CH3:6])(=O)=O.[F:7][C:8]([F:19])([F:18])[CH:9]([C:11]1[CH:16]=[CH:15]C(S)=[CH:13][CH:12]=1)[OH:10], predict the reaction product. The product is: [F:7][C:8]([F:18])([F:19])[CH:9]([C:11]1[CH:16]=[CH:15][C:1]([S:2][S:3][CH3:6])=[CH:13][CH:12]=1)[OH:10]. (5) Given the reactants Br[CH2:2][CH2:3][CH2:4][S:5](=[O:38])([C:32]1[CH:37]=[CH:36][CH:35]=[CH:34][CH:33]=1)=[N:6][C:7](=[O:31])[C:8]1[CH:13]=[C:12]([C:14]#[C:15][C:16]2[CH:21]=[CH:20][CH:19]=[C:18]([NH:22][C:23]([C:25]3[O:26][CH:27]=[CH:28][C:29]=3[CH3:30])=[O:24])[CH:17]=2)[CH:11]=[N:10][CH:9]=1.[CH2:39]([NH:41][CH2:42][CH3:43])[CH3:40], predict the reaction product. The product is: [CH2:39]([N:41]([CH2:42][CH3:43])[CH2:2][CH2:3][CH2:4][S@:5](=[O:38])([C:32]1[CH:37]=[CH:36][CH:35]=[CH:34][CH:33]=1)=[N:6][C:7](=[O:31])[C:8]1[CH:13]=[C:12]([C:14]#[C:15][C:16]2[CH:21]=[CH:20][CH:19]=[C:18]([NH:22][C:23]([C:25]3[O:26][CH:27]=[CH:28][C:29]=3[CH3:30])=[O:24])[CH:17]=2)[CH:11]=[N:10][CH:9]=1)[CH3:40]. (6) Given the reactants C[Mg]Br.[CH3:4][C@H]1CO[C@@]2(O[C@H]3C[C@H]4[C@@H]5CC=C6C[C@@H](O)CC[C@]6(C)[C@H]5CC[C@]4(C)[C@H]3[C@@H]2C)CC1.[Cl:34][C:35]1[CH:36]=[C:37]([C:41]2[C:46]([O:47][CH:48](F)F)=[CH:45][CH:44]=[C:43]([CH2:51][C:52]3[CH:53]=[CH:54][C:55]([C:58]#[N:59])=[N:56][CH:57]=3)[C:42]=2[F:60])[CH:38]=[CH:39][CH:40]=1.[H-].[Al+3].[Li+].[H-].[H-].[H-], predict the reaction product. The product is: [Cl:34][C:35]1[CH:36]=[C:37]([C:41]2[C:46]([O:47][CH3:48])=[CH:45][CH:44]=[C:43]([CH2:51][C:52]3[CH:53]=[CH:54][C:55]([CH:58]([NH2:59])[CH3:4])=[N:56][CH:57]=3)[C:42]=2[F:60])[CH:38]=[CH:39][CH:40]=1.